From a dataset of Forward reaction prediction with 1.9M reactions from USPTO patents (1976-2016). Predict the product of the given reaction. (1) Given the reactants [F:1][C:2]1[CH:3]=[C:4]([C:9]([NH:19][CH2:20][C:21]2[CH:22]=[N:23][C:24]3[C:29]([CH:30]=2)=[CH:28][C:27]2[CH2:31][C@:32]4([CH2:42][C:26]=2[CH:25]=3)[C:40]2[C:35](=[N:36][CH:37]=[CH:38][CH:39]=2)[NH:34][C:33]4=[O:41])([CH3:18])[CH2:10][NH:11][C:12]([CH3:17])([C:14](O)=[O:15])[CH3:13])[CH:5]=[C:6]([F:8])[CH:7]=1.C(Cl)CCl.C1C=CC2N(O)N=NC=2C=1.CCN(C(C)C)C(C)C, predict the reaction product. The product is: [NH4+:11].[OH-:15].[F:1][C:2]1[CH:3]=[C:4]([C@:9]2([CH3:18])[CH2:10][NH:11][C:12]([CH3:17])([CH3:13])[C:14](=[O:15])[N:19]2[CH2:20][C:21]2[CH:22]=[N:23][C:24]3[C:29]([CH:30]=2)=[CH:28][C:27]2[CH2:31][C@:32]4([CH2:42][C:26]=2[CH:25]=3)[C:40]2[C:35](=[N:36][CH:37]=[CH:38][CH:39]=2)[NH:34][C:33]4=[O:41])[CH:5]=[C:6]([F:8])[CH:7]=1. (2) Given the reactants [CH2:1]([C:3]1([CH2:14][CH3:15])[C:11]2[C:6](=[CH:7][CH:8]=[CH:9][CH:10]=2)[N:5]([CH3:12])[C:4]1=[O:13])[CH3:2].[N+:16]([O-])([OH:18])=[O:17], predict the reaction product. The product is: [CH2:14]([C:3]1([CH2:1][CH3:2])[C:11]2[C:6](=[CH:7][CH:8]=[C:9]([N+:16]([O-:18])=[O:17])[CH:10]=2)[N:5]([CH3:12])[C:4]1=[O:13])[CH3:15].